Dataset: HIV replication inhibition screening data with 41,000+ compounds from the AIDS Antiviral Screen. Task: Binary Classification. Given a drug SMILES string, predict its activity (active/inactive) in a high-throughput screening assay against a specified biological target. The compound is CCCCCCCCC(O)C(O)CCCCCCCC(=O)O. The result is 0 (inactive).